Dataset: Full USPTO retrosynthesis dataset with 1.9M reactions from patents (1976-2016). Task: Predict the reactants needed to synthesize the given product. (1) Given the product [Cl:27][C:18]1[C:17]2[N:16]=[CH:15][N:14]([CH2:11][CH:12]3[O:9][N:8]([CH3:10])[CH:7]([C:1]4[CH:6]=[CH:5][CH:4]=[CH:3][CH:2]=4)[CH2:13]3)[C:26]=2[C:25]2[CH:24]=[CH:23][CH:22]=[CH:21][C:20]=2[N:19]=1, predict the reactants needed to synthesize it. The reactants are: [C:1]1([CH:7]=[N+:8]([CH3:10])[O-:9])[CH:6]=[CH:5][CH:4]=[CH:3][CH:2]=1.[CH2:11]([N:14]1[C:26]2[C:25]3[CH:24]=[CH:23][CH:22]=[CH:21][C:20]=3[N:19]=[C:18]([Cl:27])[C:17]=2[N:16]=[CH:15]1)[CH:12]=[CH2:13]. (2) Given the product [C:18]([CH2:17][C:16]([N:25]1[CH2:26][CH2:27][C@H:22]([CH3:21])[C@H:23]([NH:28][C:29](=[O:35])[O:30][C:31]([CH3:34])([CH3:33])[CH3:32])[CH2:24]1)=[O:15])#[N:19], predict the reactants needed to synthesize it. The reactants are: C(N(CC)CC)C.O=C1CCC(=O)N1[O:15][C:16](=O)[CH2:17][C:18]#[N:19].[CH3:21][C@H:22]1[CH2:27][CH2:26][NH:25][CH2:24][C@H:23]1[NH:28][C:29](=[O:35])[O:30][C:31]([CH3:34])([CH3:33])[CH3:32]. (3) Given the product [CH3:25][N:26]([CH3:28])[CH:27]=[CH:18][C:15]1[CH:16]=[CH:17][N:12]=[C:13]([CH3:19])[CH:14]=1, predict the reactants needed to synthesize it. The reactants are: C([Li])CCC.CCCCCC.[N:12]1[CH:17]=[CH:16][C:15]([CH3:18])=[CH:14][C:13]=1[CH3:19].C(NCC)C.[CH3:25][N:26]([CH:28]=O)[CH3:27].[Cl-].[NH4+].